From a dataset of Forward reaction prediction with 1.9M reactions from USPTO patents (1976-2016). Predict the product of the given reaction. (1) Given the reactants [F:1][C:2]1[CH:3]=[C:4]([CH2:8][OH:9])[CH:5]=[CH:6][CH:7]=1.[Cl:10][C:11]1[CH:16]=[C:15]([N+:17]([O-:19])=[O:18])[CH:14]=[CH:13][C:12]=1F, predict the reaction product. The product is: [Cl:10][C:11]1[CH:16]=[C:15]([N+:17]([O-:19])=[O:18])[CH:14]=[CH:13][C:12]=1[O:9][CH2:8][C:4]1[CH:5]=[CH:6][CH:7]=[C:2]([F:1])[CH:3]=1. (2) Given the reactants [O:1]1[CH2:6][CH2:5][N:4]([C:7]2[C:8]3[N:9]([C:13]([C:28]4[CH:29]=[CH:30][C:31]([CH2:34][CH2:35][C:36]([O:38]CC)=[O:37])=[N:32][CH:33]=4)=[C:14](/[CH:16]=[CH:17]/[C:18]4[CH:27]=[CH:26][C:25]5[C:20](=[CH:21][CH:22]=[CH:23][CH:24]=5)[N:19]=4)[N:15]=3)[N:10]=[CH:11][CH:12]=2)[CH2:3][CH2:2]1.[Li+].[OH-], predict the reaction product. The product is: [O:1]1[CH2:6][CH2:5][N:4]([C:7]2[C:8]3[N:9]([C:13]([C:28]4[CH:29]=[CH:30][C:31]([CH2:34][CH2:35][C:36]([OH:38])=[O:37])=[N:32][CH:33]=4)=[C:14](/[CH:16]=[CH:17]/[C:18]4[CH:27]=[CH:26][C:25]5[C:20](=[CH:21][CH:22]=[CH:23][CH:24]=5)[N:19]=4)[N:15]=3)[N:10]=[CH:11][CH:12]=2)[CH2:3][CH2:2]1.